The task is: Regression. Given two drug SMILES strings and cell line genomic features, predict the synergy score measuring deviation from expected non-interaction effect.. This data is from NCI-60 drug combinations with 297,098 pairs across 59 cell lines. (1) Drug 1: CC1CCC2CC(C(=CC=CC=CC(CC(C(=O)C(C(C(=CC(C(=O)CC(OC(=O)C3CCCCN3C(=O)C(=O)C1(O2)O)C(C)CC4CCC(C(C4)OC)O)C)C)O)OC)C)C)C)OC. Drug 2: C1CN1C2=NC(=NC(=N2)N3CC3)N4CC4. Cell line: SNB-19. Synergy scores: CSS=31.2, Synergy_ZIP=-0.846, Synergy_Bliss=1.74, Synergy_Loewe=0.151, Synergy_HSA=0.865. (2) Drug 1: C1CN1C2=NC(=NC(=N2)N3CC3)N4CC4. Drug 2: C1=CC(=C2C(=C1NCCNCCO)C(=O)C3=C(C=CC(=C3C2=O)O)O)NCCNCCO. Cell line: 786-0. Synergy scores: CSS=65.2, Synergy_ZIP=-1.23, Synergy_Bliss=-1.23, Synergy_Loewe=2.17, Synergy_HSA=5.23. (3) Drug 1: C1CCC(CC1)NC(=O)N(CCCl)N=O. Drug 2: CN(C)C1=NC(=NC(=N1)N(C)C)N(C)C. Cell line: KM12. Synergy scores: CSS=22.8, Synergy_ZIP=-11.5, Synergy_Bliss=-13.5, Synergy_Loewe=-4.45, Synergy_HSA=-4.60. (4) Drug 1: CCC1(CC2CC(C3=C(CCN(C2)C1)C4=CC=CC=C4N3)(C5=C(C=C6C(=C5)C78CCN9C7C(C=CC9)(C(C(C8N6C=O)(C(=O)OC)O)OC(=O)C)CC)OC)C(=O)OC)O.OS(=O)(=O)O. Drug 2: CC(C)(C#N)C1=CC(=CC(=C1)CN2C=NC=N2)C(C)(C)C#N. Cell line: MCF7. Synergy scores: CSS=5.15, Synergy_ZIP=-8.18, Synergy_Bliss=-1.03, Synergy_Loewe=-8.60, Synergy_HSA=-0.927. (5) Drug 1: C1=NC2=C(N=C(N=C2N1C3C(C(C(O3)CO)O)O)F)N. Drug 2: CC1CCCC2(C(O2)CC(NC(=O)CC(C(C(=O)C(C1O)C)(C)C)O)C(=CC3=CSC(=N3)C)C)C. Cell line: CAKI-1. Synergy scores: CSS=44.7, Synergy_ZIP=2.58, Synergy_Bliss=2.47, Synergy_Loewe=-6.14, Synergy_HSA=5.49.